Dataset: Reaction yield outcomes from USPTO patents with 853,638 reactions. Task: Predict the reaction yield, written as a fraction of the theoretical maximum amount of product (1.0 means a 100% yield; for example, 0.34 means a 34% yield). (1) The reactants are Br[C:2]1[CH:3]=[CH:4][C:5]2[O:14][CH2:13][CH2:12][C:11]3[S:10][C:9]([C:15]4[N:16]([CH:20]([CH3:22])[CH3:21])[N:17]=[CH:18][N:19]=4)=[N:8][C:7]=3[C:6]=2[CH:23]=1.[CH3:24][O:25][C:26]1[C:31](B(O)O)=[CH:30][CH:29]=[CH:28][N:27]=1. The yield is 0.600. The product is [CH:20]([N:16]1[C:15]([C:9]2[S:10][C:11]3[CH2:12][CH2:13][O:14][C:5]4[CH:4]=[CH:3][C:2]([C:31]5[C:26]([O:25][CH3:24])=[N:27][CH:28]=[CH:29][CH:30]=5)=[CH:23][C:6]=4[C:7]=3[N:8]=2)=[N:19][CH:18]=[N:17]1)([CH3:22])[CH3:21]. The catalyst is CN(C=O)C. (2) The catalyst is CC#N. The reactants are N12CCCN=C1CCCCC2.Cl.[NH2:13][CH2:14][C:15]1[CH:23]=[CH:22][CH:21]=[C:20]2[C:16]=1[C:17](=[O:33])[N:18]([CH:25]1[CH2:30][CH2:29][C:28](=[O:31])[NH:27][C:26]1=[O:32])[C:19]2=[O:24].[S:34]1[CH:38]=[CH:37][CH:36]=[C:35]1[C:39](Cl)=[O:40]. The product is [O:32]=[C:26]1[CH:25]([N:18]2[C:17](=[O:33])[C:16]3[C:20](=[CH:21][CH:22]=[CH:23][C:15]=3[CH2:14][NH:13][C:39]([C:35]3[S:34][CH:38]=[CH:37][CH:36]=3)=[O:40])[C:19]2=[O:24])[CH2:30][CH2:29][C:28](=[O:31])[NH:27]1. The yield is 0.470. (3) The reactants are [NH2:1][CH2:2][C:3]1[CH:4]=[C:5]2[C:9](=[CH:10][CH:11]=1)[C:8](=[O:12])[N:7]([CH:13]1[CH2:18][CH2:17][C:16](=[O:19])[NH:15][C:14]1=[O:20])[CH2:6]2.[Cl:21][C:22]1[CH:27]=[CH:26][C:25]([N:28]=[C:29]=[O:30])=[C:24]([CH3:31])[CH:23]=1.Cl. The catalyst is C(#N)C. The product is [Cl:21][C:22]1[CH:27]=[CH:26][C:25]([NH:28][C:29]([NH:1][CH2:2][C:3]2[CH:4]=[C:5]3[C:9](=[CH:10][CH:11]=2)[C:8](=[O:12])[N:7]([CH:13]2[CH2:18][CH2:17][C:16](=[O:19])[NH:15][C:14]2=[O:20])[CH2:6]3)=[O:30])=[C:24]([CH3:31])[CH:23]=1. The yield is 0.900. (4) The reactants are [Br:1][C:2]1[C:3]([CH3:9])=[C:4]([CH:6]=[CH:7][CH:8]=1)[NH2:5].C[Al](C)C.[O:14]=[C:15]1[C:23]2[C:18](=[CH:19][CH:20]=[C:21]([C:24]#[N:25])[CH:22]=2)[CH2:17][O:16]1. The catalyst is C(Cl)Cl. The yield is 0.140. The product is [Br:1][C:2]1[C:3]([CH3:9])=[C:4]([NH:5][C:15](=[O:14])[C:23]2[CH:22]=[C:21]([C:24]#[N:25])[CH:20]=[CH:19][C:18]=2[CH2:17][OH:16])[CH:6]=[CH:7][CH:8]=1. (5) The reactants are [F:1][C:2]1([F:29])[CH2:7][CH2:6][N:5]([C:8]([C:10]2[NH:11][C:12]3[C:17]([CH:18]=2)=[CH:16][C:15]([C:19]([N:21]2[CH2:25][CH2:24][CH:23]([N:26]([CH3:28])[CH3:27])[CH2:22]2)=[O:20])=[CH:14][CH:13]=3)=[O:9])[CH2:4][CH2:3]1.[Cl:30][C:31]1[CH:32]=[C:33](B(O)O)[CH:34]=[CH:35][CH:36]=1.N1C=CC=CC=1. The catalyst is ClCCl.C([O-])(=O)C.[Cu+2].C([O-])(=O)C. The product is [Cl:30][C:31]1[CH:36]=[C:35]([N:11]2[C:12]3[C:17](=[CH:16][C:15]([C:19]([N:21]4[CH2:25][CH2:24][CH:23]([N:26]([CH3:27])[CH3:28])[CH2:22]4)=[O:20])=[CH:14][CH:13]=3)[CH:18]=[C:10]2[C:8]([N:5]2[CH2:6][CH2:7][C:2]([F:1])([F:29])[CH2:3][CH2:4]2)=[O:9])[CH:34]=[CH:33][CH:32]=1. The yield is 0.300. (6) The reactants are [N:1]1[CH:6]=[CH:5][C:4]([NH2:7])=[CH:3][N:2]=1.[H-].[Na+].[N+](C1C=CC([O:19][C:20]([N:22]2[CH2:25][CH:24]([O:26][C:27]3[CH:32]=[CH:31][C:30]([C:33]4[CH:38]=[CH:37][CH:36]=[CH:35][C:34]=4[F:39])=[CH:29][N:28]=3)[CH2:23]2)=O)=CC=1)([O-])=O. The catalyst is CN(C=O)C. The product is [N:1]1[CH:6]=[CH:5][C:4]([NH:7][C:20]([N:22]2[CH2:23][CH:24]([O:26][C:27]3[CH:32]=[CH:31][C:30]([C:33]4[CH:38]=[CH:37][CH:36]=[CH:35][C:34]=4[F:39])=[CH:29][N:28]=3)[CH2:25]2)=[O:19])=[CH:3][N:2]=1. The yield is 0.160.